From a dataset of Reaction yield outcomes from USPTO patents with 853,638 reactions. Predict the reaction yield, written as a fraction of the theoretical maximum amount of product (1.0 means a 100% yield; for example, 0.34 means a 34% yield). The reactants are [CH3:1][O:2][C:3]1[CH:4]=[C:5]([CH:7]=[CH:8][C:9]=1[O:10][CH3:11])[NH2:6].C(N([CH2:17][CH3:18])CC)C.Cl[S:20]([CH2:23][C:24]([O:26]C)=[O:25])(=[O:22])=[O:21]. The catalyst is C(Cl)Cl. The product is [CH3:1][O:2][C:3]1[CH:4]=[C:5]([NH:6][S:20]([CH2:23][C:24]([O:26][CH2:17][CH3:18])=[O:25])(=[O:22])=[O:21])[CH:7]=[CH:8][C:9]=1[O:10][CH3:11]. The yield is 0.505.